This data is from Full USPTO retrosynthesis dataset with 1.9M reactions from patents (1976-2016). The task is: Predict the reactants needed to synthesize the given product. (1) The reactants are: [CH2:1]([O:8][C:9]1[CH:10]=[C:11]([S:15][C:16]2[CH:17]=[C:18]3[C:23](=[CH:24][CH:25]=2)[CH:22]=[C:21]([C@:26]([NH:30][C:31](=[O:37])[O:32][C:33]([CH3:36])([CH3:35])[CH3:34])([CH3:29])[CH2:27][OH:28])[CH:20]=[CH:19]3)[CH:12]=[CH:13][CH:14]=1)[C:2]1[CH:7]=[CH:6][CH:5]=[CH:4][CH:3]=1.[O:38]1CCCC1.C(N(CC)[P:46]([O:52][C:53]([CH3:56])([CH3:55])[CH3:54])[O:47][C:48]([CH3:51])([CH3:50])[CH3:49])C.OO. Given the product [CH2:1]([O:8][C:9]1[CH:10]=[C:11]([S:15][C:16]2[CH:17]=[C:18]3[C:23](=[CH:24][CH:25]=2)[CH:22]=[C:21]([C@:26]([NH:30][C:31](=[O:37])[O:32][C:33]([CH3:36])([CH3:35])[CH3:34])([CH3:29])[CH2:27][O:28][P:46]([O:47][C:48]([CH3:49])([CH3:50])[CH3:51])([O:52][C:53]([CH3:54])([CH3:55])[CH3:56])=[O:38])[CH:20]=[CH:19]3)[CH:12]=[CH:13][CH:14]=1)[C:2]1[CH:7]=[CH:6][CH:5]=[CH:4][CH:3]=1, predict the reactants needed to synthesize it. (2) Given the product [CH2:15]([O:16][CH2:17][CH2:18][C:8]1[C:7]2[C:11](=[CH:12][C:4]([NH2:1])=[CH:5][CH:6]=2)[NH:10][CH:9]=1)[CH3:14], predict the reactants needed to synthesize it. The reactants are: [N+:1]([C:4]1[CH:12]=[C:11]2[C:7]([CH:8]=[CH:9][NH:10]2)=[CH:6][CH:5]=1)([O-])=O.Br[CH2:14][CH2:15][O:16][CH2:17][CH3:18]. (3) Given the product [C:17]([NH:16][C@H:15]([C:14]([N:11]1[CH2:12][CH2:13][NH:8][CH2:9][CH2:10]1)=[O:24])[CH2:20][CH2:21][S:22][CH3:23])(=[O:19])[CH3:18], predict the reactants needed to synthesize it. The reactants are: C(OC([N:8]1[CH2:13][CH2:12][N:11]([C:14](=[O:24])[C@H:15]([CH2:20][CH2:21][S:22][CH3:23])[NH:16][C:17](=[O:19])[CH3:18])[CH2:10][CH2:9]1)=O)(C)(C)C.FC(F)(F)C(O)=O. (4) Given the product [CH3:26][C:18]1[CH:19]=[C:20]([CH:24]=[CH:25][C:17]=1[CH2:16][CH2:15][S:12]([N:9]1[CH2:10][CH2:11][C:6](=[O:5])[CH2:7][CH2:8]1)(=[O:14])=[O:13])[C:21]([OH:23])=[O:22], predict the reactants needed to synthesize it. The reactants are: Cl.O1[C:6]2([CH2:11][CH2:10][N:9]([S:12]([CH2:15][CH2:16][C:17]3[CH:25]=[CH:24][C:20]([C:21]([OH:23])=[O:22])=[CH:19][C:18]=3[CH3:26])(=[O:14])=[O:13])[CH2:8][CH2:7]2)[O:5]CC1. (5) Given the product [N:13]([CH2:2][C:3]1[CH:8]=[CH:7][CH:6]=[C:5]([C:9]([CH3:12])([CH3:11])[CH3:10])[CH:4]=1)=[N+:14]=[N-:15], predict the reactants needed to synthesize it. The reactants are: Br[CH2:2][C:3]1[CH:8]=[CH:7][CH:6]=[C:5]([C:9]([CH3:12])([CH3:11])[CH3:10])[CH:4]=1.[N-:13]=[N+:14]=[N-:15].[Na+].O. (6) Given the product [C:23]1([CH2:22][CH2:21][CH2:20][S:19][C:17]2[C:16]([C:29]([NH:31][CH2:32][C:33]3[S:34][CH:35]=[CH:36][CH:37]=3)=[O:30])=[CH:15][CH:14]=[C:13]([N:7]3[CH2:11][CH2:10][CH2:9][CH2:8]3)[N:18]=2)[CH:28]=[CH:27][CH:26]=[CH:25][CH:24]=1, predict the reactants needed to synthesize it. The reactants are: C([O-])([O-])=O.[K+].[K+].[NH:7]1[CH2:11][CH2:10][CH2:9][CH2:8]1.F[C:13]1[N:18]=[C:17]([S:19][CH2:20][CH2:21][CH2:22][C:23]2[CH:28]=[CH:27][CH:26]=[CH:25][CH:24]=2)[C:16]([C:29]([NH:31][CH2:32][C:33]2[S:34][CH:35]=[CH:36][CH:37]=2)=[O:30])=[CH:15][CH:14]=1.CCCCCC.CC(=O)OCC.